Predict the product of the given reaction. From a dataset of Forward reaction prediction with 1.9M reactions from USPTO patents (1976-2016). (1) Given the reactants [N+:1]([C:4]1[CH:11]=[CH:10][C:7]([CH:8]=O)=[CH:6][CH:5]=1)([O-:3])=[O:2].[BH-](OC(C)=O)(OC(C)=O)OC(C)=O.[Na+].[CH3:26][N:27]1[CH2:32][CH2:31][NH:30][CH2:29][CH2:28]1, predict the reaction product. The product is: [CH3:26][N:27]1[CH2:32][CH2:31][N:30]([CH2:8][C:7]2[CH:10]=[CH:11][C:4]([N+:1]([O-:3])=[O:2])=[CH:5][CH:6]=2)[CH2:29][CH2:28]1. (2) Given the reactants [CH:1]1([CH:6]([C:20]2[CH:25]=[CH:24][CH:23]=[CH:22][N:21]=2)[NH:7][C:8]([C:10]2[CH:11]=[C:12]3[C:16](=[CH:17][CH:18]=2)[NH:15][N:14]=[C:13]3I)=[O:9])[CH2:5][CH2:4][CH2:3][CH2:2]1.[CH3:26][N:27]1[CH2:32][CH2:31][CH:30]([O:33][C:34]2[CH:39]=[CH:38][C:37](B3OC(C)(C)C(C)(C)O3)=[CH:36][CH:35]=2)[CH2:29][CH2:28]1.C([O-])([O-])=O.[Na+].[Na+], predict the reaction product. The product is: [CH:1]1([CH:6]([C:20]2[CH:25]=[CH:24][CH:23]=[CH:22][N:21]=2)[NH:7][C:8]([C:10]2[CH:11]=[C:12]3[C:16](=[CH:17][CH:18]=2)[NH:15][N:14]=[C:13]3[C:37]2[CH:38]=[CH:39][C:34]([O:33][CH:30]3[CH2:29][CH2:28][N:27]([CH3:26])[CH2:32][CH2:31]3)=[CH:35][CH:36]=2)=[O:9])[CH2:5][CH2:4][CH2:3][CH2:2]1. (3) The product is: [Cl:1][C:2]1[C:3]2[N:4]([C:8]([S:11][CH3:12])=[N:9][C:10]=2[I:13])[CH:5]=[CH:6][N:7]=1. Given the reactants [Cl:1][C:2]1[C:3]2[N:4]([C:8]([S:11][CH3:12])=[N:9][CH:10]=2)[CH:5]=[CH:6][N:7]=1.[I:13]N1C(=O)CCC1=O, predict the reaction product. (4) Given the reactants C(O[CH:4](O)[CH2:5][C:6]1[C:18]([CH3:19])=[CH:17][C:9]([O:10][CH2:11][C:12]([O:14][CH2:15][CH3:16])=[O:13])=[C:8]([CH3:20])[CH:7]=1)C.[NH2:22][C@@H:23]([CH3:33])[C@@H:24]([C:26]1[CH:31]=[CH:30][C:29]([OH:32])=[CH:28][CH:27]=1)[OH:25], predict the reaction product. The product is: [OH:25][C@H:24]([C:26]1[CH:27]=[CH:28][C:29]([OH:32])=[CH:30][CH:31]=1)[C@@H:23]([NH:22][CH2:4][CH2:5][C:6]1[C:18]([CH3:19])=[CH:17][C:9]([O:10][CH2:11][C:12]([O:14][CH2:15][CH3:16])=[O:13])=[C:8]([CH3:20])[CH:7]=1)[CH3:33]. (5) Given the reactants CCCC[N+](CCCC)(CCCC)CCCC.[F-].CC([Si](C)(C)[O:24][CH2:25][C:26]1[CH:31]=[CH:30][CH:29]=[C:28]([O:32][CH2:33][O:34][CH3:35])[C:27]=1[CH:36]([OH:39])[CH2:37][CH3:38])(C)C, predict the reaction product. The product is: [OH:24][CH2:25][C:26]1[CH:31]=[CH:30][CH:29]=[C:28]([O:32][CH2:33][O:34][CH3:35])[C:27]=1[CH:36]([OH:39])[CH2:37][CH3:38]. (6) Given the reactants [CH3:1][C:2]1[C:3]([CH:8]2[CH2:13][CH2:12][CH2:11][CH:10]([C:14]3[C:19]([CH3:20])=[CH:18][CH:17]=[CH:16][N:15]=3)[NH:9]2)=[N:4][CH:5]=[CH:6][CH:7]=1.[CH3:21][O:22][C:23](=[O:35])[C:24]1[CH:29]=[CH:28][C:27]([CH2:30]Br)=[C:26]([N+:32]([O-:34])=[O:33])[CH:25]=1.CCN(C(C)C)C(C)C, predict the reaction product. The product is: [CH3:21][O:22][C:23](=[O:35])[C:24]1[CH:29]=[CH:28][C:27]([CH2:30][N:9]2[CH:8]([C:3]3[C:2]([CH3:1])=[CH:7][CH:6]=[CH:5][N:4]=3)[CH2:13][CH2:12][CH2:11][CH:10]2[C:14]2[C:19]([CH3:20])=[CH:18][CH:17]=[CH:16][N:15]=2)=[C:26]([N+:32]([O-:34])=[O:33])[CH:25]=1. (7) Given the reactants [CH3:1][O:2][C:3](=[O:14])[CH:4]=[C:5]1[CH2:10][CH2:9][CH:8]([CH2:11][O:12][CH3:13])[CH2:7][CH2:6]1, predict the reaction product. The product is: [CH3:1][O:2][C:3](=[O:14])[CH2:4][CH:5]1[CH2:10][CH2:9][CH:8]([CH2:11][O:12][CH3:13])[CH2:7][CH2:6]1.